Dataset: Full USPTO retrosynthesis dataset with 1.9M reactions from patents (1976-2016). Task: Predict the reactants needed to synthesize the given product. (1) Given the product [CH3:1][O:2][C:3]1[CH:8]=[C:7]([C:9]([F:12])([F:11])[F:10])[C:6]([C:13]2[CH:18]=[CH:17][CH:16]=[C:15]([NH:19][C:20]([C:22]3[NH:23][C:24]4[C:29]([CH:30]=3)=[CH:28][CH:27]=[C:26]([NH:31][S:32]([CH3:35])(=[O:33])=[O:34])[CH:25]=4)=[O:21])[CH:14]=2)=[CH:5][C:4]=1[C:36]([OH:38])=[O:37], predict the reactants needed to synthesize it. The reactants are: [CH3:1][O:2][C:3]1[CH:8]=[C:7]([C:9]([F:12])([F:11])[F:10])[C:6]([C:13]2[CH:18]=[CH:17][CH:16]=[C:15]([NH:19][C:20]([C:22]3[NH:23][C:24]4[C:29]([CH:30]=3)=[CH:28][CH:27]=[C:26]([NH:31][S:32]([CH3:35])(=[O:34])=[O:33])[CH:25]=4)=[O:21])[CH:14]=2)=[CH:5][C:4]=1[C:36]([O:38]C)=[O:37].[OH-].[Na+].Cl. (2) Given the product [Cl:1][C:2]1[CH:3]=[C:4]2[C:8](=[C:9]([NH:11][CH:12]3[CH2:16][CH2:15][CH2:14][CH2:13]3)[CH:10]=1)[NH:7][C:6]([C:17]1[S:18][CH2:19][C@@H:20]([CH2:22][C:23]([N:26]3[CH2:30][CH2:29][CH:28]([OH:31])[CH2:27]3)=[O:25])[N:21]=1)=[CH:5]2, predict the reactants needed to synthesize it. The reactants are: [Cl:1][C:2]1[CH:3]=[C:4]2[C:8](=[C:9]([NH:11][CH:12]3[CH2:16][CH2:15][CH2:14][CH2:13]3)[CH:10]=1)[NH:7][C:6]([C:17]1[S:18][CH2:19][C@@H:20]([CH2:22][C:23]([OH:25])=O)[N:21]=1)=[CH:5]2.[NH:26]1[CH2:30][CH2:29][CH:28]([OH:31])[CH2:27]1.